From a dataset of NCI-60 drug combinations with 297,098 pairs across 59 cell lines. Regression. Given two drug SMILES strings and cell line genomic features, predict the synergy score measuring deviation from expected non-interaction effect. (1) Drug 1: CC(CN1CC(=O)NC(=O)C1)N2CC(=O)NC(=O)C2. Drug 2: CC1=C2C(C(=O)C3(C(CC4C(C3C(C(C2(C)C)(CC1OC(=O)C(C(C5=CC=CC=C5)NC(=O)C6=CC=CC=C6)O)O)OC(=O)C7=CC=CC=C7)(CO4)OC(=O)C)O)C)OC(=O)C. Cell line: SK-MEL-5. Synergy scores: CSS=28.4, Synergy_ZIP=-6.39, Synergy_Bliss=-3.41, Synergy_Loewe=-20.2, Synergy_HSA=-2.14. (2) Drug 1: CS(=O)(=O)C1=CC(=C(C=C1)C(=O)NC2=CC(=C(C=C2)Cl)C3=CC=CC=N3)Cl. Drug 2: CN(C)N=NC1=C(NC=N1)C(=O)N. Cell line: OVCAR3. Synergy scores: CSS=-0.459, Synergy_ZIP=-2.15, Synergy_Bliss=-8.46, Synergy_Loewe=-9.77, Synergy_HSA=-9.65. (3) Drug 2: C(CN)CNCCSP(=O)(O)O. Synergy scores: CSS=25.7, Synergy_ZIP=1.59, Synergy_Bliss=-1.80, Synergy_Loewe=-50.7, Synergy_HSA=-4.49. Cell line: ACHN. Drug 1: CC=C1C(=O)NC(C(=O)OC2CC(=O)NC(C(=O)NC(CSSCCC=C2)C(=O)N1)C(C)C)C(C)C. (4) Drug 1: CC1CCC2CC(C(=CC=CC=CC(CC(C(=O)C(C(C(=CC(C(=O)CC(OC(=O)C3CCCCN3C(=O)C(=O)C1(O2)O)C(C)CC4CCC(C(C4)OC)OCCO)C)C)O)OC)C)C)C)OC. Drug 2: C(CCl)NC(=O)N(CCCl)N=O. Cell line: SK-OV-3. Synergy scores: CSS=10.4, Synergy_ZIP=-4.77, Synergy_Bliss=-1.96, Synergy_Loewe=-15.9, Synergy_HSA=-3.34. (5) Synergy scores: CSS=5.59, Synergy_ZIP=-1.41, Synergy_Bliss=1.98, Synergy_Loewe=0.394, Synergy_HSA=0.445. Drug 2: CC12CCC3C(C1CCC2OP(=O)(O)O)CCC4=C3C=CC(=C4)OC(=O)N(CCCl)CCCl.[Na+]. Drug 1: C1CN(CCN1C(=O)CCBr)C(=O)CCBr. Cell line: A498. (6) Drug 1: CC=C1C(=O)NC(C(=O)OC2CC(=O)NC(C(=O)NC(CSSCCC=C2)C(=O)N1)C(C)C)C(C)C. Drug 2: CC1=C(C(=O)C2=C(C1=O)N3CC4C(C3(C2COC(=O)N)OC)N4)N. Cell line: A498. Synergy scores: CSS=51.8, Synergy_ZIP=-6.19, Synergy_Bliss=-0.943, Synergy_Loewe=-12.1, Synergy_HSA=2.61. (7) Drug 1: C1=CC(=CC=C1CCC2=CNC3=C2C(=O)NC(=N3)N)C(=O)NC(CCC(=O)O)C(=O)O. Drug 2: B(C(CC(C)C)NC(=O)C(CC1=CC=CC=C1)NC(=O)C2=NC=CN=C2)(O)O. Cell line: OVCAR-4. Synergy scores: CSS=23.9, Synergy_ZIP=1.79, Synergy_Bliss=0.335, Synergy_Loewe=0.226, Synergy_HSA=0.383.